The task is: Predict which catalyst facilitates the given reaction.. This data is from Catalyst prediction with 721,799 reactions and 888 catalyst types from USPTO. (1) Reactant: O.[OH-].[Li+:3].[N:4]1([C:10]2[N:11]=[C:12]([CH2:17][C:18]([O:20]CC)=[O:19])[NH:13][C:14](=[O:16])[CH:15]=2)[CH2:9][CH2:8][O:7][CH2:6][CH2:5]1. Product: [N:4]1([C:10]2[N:11]=[C:12]([CH2:17][C:18]([O-:20])=[O:19])[NH:13][C:14](=[O:16])[CH:15]=2)[CH2:5][CH2:6][O:7][CH2:8][CH2:9]1.[Li+:3]. The catalyst class is: 5. (2) Reactant: [C:1]([C:4]1[C:9]2[C:10]([CH3:39])=[C:11]([C:13]([NH:15][C:16]3[CH:21]=[CH:20][C:19]([C:22]4[CH:27]=[CH:26][C:25]([S:28]([NH:31][C@H:32]([C:36]([OH:38])=[O:37])[CH:33]([CH3:35])[CH3:34])(=[O:30])=[O:29])=[CH:24][CH:23]=4)=[CH:18][CH:17]=3)=[O:14])[O:12][C:8]=2[CH:7]=[CH:6][CH:5]=1)(=[O:3])[CH3:2].C(C1C2C(C)=C(C(NC3C=CC(C4C=CC(S(N[C@H](C(OC)=O)C(C)C)(=O)=O)=CC=4)=CC=3)=O)OC=2C=CC=1)(=O)C.[BH4-].[Na+]. Product: [OH:3][CH:1]([C:4]1[C:9]2[C:10]([CH3:39])=[C:11]([C:13]([NH:15][C:16]3[CH:17]=[CH:18][C:19]([C:22]4[CH:27]=[CH:26][C:25]([S:28]([NH:31][C@H:32]([C:36]([OH:38])=[O:37])[CH:33]([CH3:34])[CH3:35])(=[O:29])=[O:30])=[CH:24][CH:23]=4)=[CH:20][CH:21]=3)=[O:14])[O:12][C:8]=2[CH:7]=[CH:6][CH:5]=1)[CH3:2]. The catalyst class is: 8. (3) Reactant: [CH3:1][C:2]1(C)[O:7][C:6]2[CH:8]=[CH:9][C:10]([C@@H:12]([OH:37])[CH2:13][NH:14][CH2:15][CH2:16][CH2:17][CH2:18][CH2:19][CH2:20][O:21][CH2:22][CH2:23][CH2:24][CH2:25][C:26]3[CH:27]=[C:28]([NH:33][C:34]([NH2:36])=[O:35])[CH:29]=[C:30]([CH3:32])[CH:31]=3)=[CH:11][C:5]=2[CH2:4][O:3]1.C(O)(=O)C. Product: [C:2]([OH:7])(=[O:3])[CH3:1].[OH:37][C@H:12]([C:10]1[CH:9]=[CH:8][C:6]([OH:7])=[C:5]([CH2:4][OH:3])[CH:11]=1)[CH2:13][NH:14][CH2:15][CH2:16][CH2:17][CH2:18][CH2:19][CH2:20][O:21][CH2:22][CH2:23][CH2:24][CH2:25][C:26]1[CH:27]=[C:28]([NH:33][C:34]([NH2:36])=[O:35])[CH:29]=[C:30]([CH3:32])[CH:31]=1. The catalyst class is: 6. (4) Product: [Br:16][CH:17]([CH3:21])[C:18]([C:12]1[CH:13]=[CH:14][C:9]2[NH:8][C:7](=[O:15])[CH2:6][O:5][C:10]=2[CH:11]=1)=[O:19]. The catalyst class is: 2. Reactant: [Cl-].[Al+3].[Cl-].[Cl-].[O:5]1[C:10]2[CH:11]=[CH:12][CH:13]=[CH:14][C:9]=2[NH:8][C:7](=[O:15])[CH2:6]1.[Br:16][CH:17]([CH3:21])[C:18](Br)=[O:19]. (5) Product: [F:12][C:13]1[CH:14]=[CH:15][C:16]([C:19]2[C:28]([C:29]([C:30]3[CH:35]=[CH:34][C:33]([C:36]([F:37])([F:38])[F:39])=[CH:32][CH:31]=3)=[O:40])=[C:27]([CH:41]([CH3:42])[CH3:43])[CH:26]=[C:25]3[C:20]=2[C@@H:21]([OH:46])[CH2:22][C:23]([CH3:44])([CH3:45])[O:24]3)=[CH:17][CH:18]=1. Reactant: N[C@@H]1C2C(=CC=CC=2)C[C@@H]1O.[F:12][C:13]1[CH:18]=[CH:17][C:16]([C:19]2[C:28]([C:29](=[O:40])[C:30]3[CH:35]=[CH:34][C:33]([C:36]([F:39])([F:38])[F:37])=[CH:32][CH:31]=3)=[C:27]([CH:41]([CH3:43])[CH3:42])[CH:26]=[C:25]3[C:20]=2[C:21](=[O:46])[CH2:22][C:23]([CH3:45])([CH3:44])[O:24]3)=[CH:15][CH:14]=1.CO. The catalyst class is: 7. (6) Reactant: [CH2:1]([O:3][C:4]([C:6]1[S:10][C:9]([C:11]2[CH:16]=[CH:15][C:14]([OH:17])=[C:13]([CH:18]=O)[CH:12]=2)=[N:8][C:7]=1[CH3:20])=[O:5])[CH3:2].C([O-])=O.[Na+].Cl.[NH2:26]O. Product: [CH2:1]([O:3][C:4]([C:6]1[S:10][C:9]([C:11]2[CH:16]=[CH:15][C:14]([OH:17])=[C:13]([C:18]#[N:26])[CH:12]=2)=[N:8][C:7]=1[CH3:20])=[O:5])[CH3:2]. The catalyst class is: 106.